This data is from Catalyst prediction with 721,799 reactions and 888 catalyst types from USPTO. The task is: Predict which catalyst facilitates the given reaction. (1) Reactant: [C:1]([O:4][C@H:5]1[C@H:10]([N:11]=[C:12]=[S:13])[C@@H:9]([O:14][C:15](=[O:17])[CH3:16])[C@H:8]([O:18][C:19](=[O:21])[CH3:20])[C@@H:7]([CH2:22][O:23][C:24](=[O:26])[CH3:25])[O:6]1)(=[O:3])[CH3:2].[CH2:27]([NH:29][CH3:30])[CH3:28]. Product: [C:1]([O:4][C@H:5]1[C@H:10]([NH:11][C:12]([N:29]([CH2:27][CH3:28])[CH3:30])=[S:13])[C@@H:9]([O:14][C:15](=[O:17])[CH3:16])[C@H:8]([O:18][C:19](=[O:21])[CH3:20])[C@@H:7]([CH2:22][O:23][C:24](=[O:26])[CH3:25])[O:6]1)(=[O:3])[CH3:2]. The catalyst class is: 2. (2) Reactant: [Cl:1][C:2]1[C:3]([F:15])=[C:4]([C:8]2([O:13][CH3:14])[CH2:12][CH2:11][NH:10][CH2:9]2)[CH:5]=[CH:6][CH:7]=1.[CH2:16](N(CC)CC)[CH3:17].ICC.O. Product: [Cl:1][C:2]1[C:3]([F:15])=[C:4]([C:8]2([O:13][CH3:14])[CH2:12][CH2:11][N:10]([CH2:16][CH3:17])[CH2:9]2)[CH:5]=[CH:6][CH:7]=1. The catalyst class is: 7. (3) Reactant: C(OC([NH:8][CH2:9][CH2:10][CH2:11][N:12]1[CH:16]=[C:15]([CH2:17][O:18][C:19]2[CH:56]=[C:55]([C:57]([N:59]([CH2:61][C:62]3[C:75]4[C:70](=[CH:71][CH:72]=[CH:73][CH:74]=4)[C:69]([CH2:76][N:77]([CH2:79][C:80]4[CH:85]=[CH:84][CH:83]=[CH:82][C:81]=4[B:86]([OH:88])[OH:87])[CH3:78])=[C:68]4[C:63]=3[CH:64]=[CH:65][CH:66]=[CH:67]4)[CH3:60])=[O:58])[CH:54]=[CH:53][C:20]=2[C:21]([N:23]([CH2:25][C:26]2[C:39]3[C:34](=[CH:35][CH:36]=[CH:37][CH:38]=3)[C:33]([CH2:40][N:41]([CH2:43][C:44]3[CH:49]=[CH:48][CH:47]=[CH:46][C:45]=3[B:50]([OH:52])[OH:51])[CH3:42])=[C:32]3[C:27]=2[CH:28]=[CH:29][CH:30]=[CH:31]3)[CH3:24])=[O:22])[N:14]=[N:13]1)=O)(C)(C)C.FC(F)(F)C(O)=O. Product: [NH2:8][CH2:9][CH2:10][CH2:11][N:12]1[CH:16]=[C:15]([CH2:17][O:18][C:19]2[CH:56]=[C:55]([C:57]([N:59]([CH2:61][C:62]3[C:75]4[C:70](=[CH:71][CH:72]=[CH:73][CH:74]=4)[C:69]([CH2:76][N:77]([CH2:79][C:80]4[CH:85]=[CH:84][CH:83]=[CH:82][C:81]=4[B:86]([OH:88])[OH:87])[CH3:78])=[C:68]4[C:63]=3[CH:64]=[CH:65][CH:66]=[CH:67]4)[CH3:60])=[O:58])[CH:54]=[CH:53][C:20]=2[C:21]([N:23]([CH2:25][C:26]2[C:39]3[C:34](=[CH:35][CH:36]=[CH:37][CH:38]=3)[C:33]([CH2:40][N:41]([CH2:43][C:44]3[CH:49]=[CH:48][CH:47]=[CH:46][C:45]=3[B:50]([OH:52])[OH:51])[CH3:42])=[C:32]3[C:27]=2[CH:28]=[CH:29][CH:30]=[CH:31]3)[CH3:24])=[O:22])[N:14]=[N:13]1. The catalyst class is: 2. (4) Reactant: [CH3:1][O:2][CH2:3][O:4][C:5]1[CH:10]=[CH:9][CH:8]=[C:7]([CH2:11][CH2:12][CH3:13])[CH:6]=1.[Li]C(C)(C)C.[CH:19](=[O:22])[CH2:20][CH3:21]. Product: [CH3:1][O:2][CH2:3][O:4][C:5]1[CH:6]=[C:7]([CH2:11][CH2:12][CH3:13])[CH:8]=[CH:9][C:10]=1[CH:19]([OH:22])[CH2:20][CH3:21]. The catalyst class is: 605. (5) The catalyst class is: 29. Product: [CH:1]([O:4][C:5]1[CH:6]=[C:7]([CH2:8][N:9]2[CH2:10][CH2:11][N:12]([CH3:15])[CH2:13][CH2:14]2)[CH:16]=[CH:17][C:18]=1[NH2:19])([CH3:3])[CH3:2]. Reactant: [CH:1]([O:4][C:5]1[CH:6]=[C:7]([CH:16]=[CH:17][C:18]=1[N+:19]([O-])=O)[CH2:8][N:9]1[CH2:14][CH2:13][N:12]([CH3:15])[CH2:11][CH2:10]1)([CH3:3])[CH3:2].